This data is from NCI-60 drug combinations with 297,098 pairs across 59 cell lines. The task is: Regression. Given two drug SMILES strings and cell line genomic features, predict the synergy score measuring deviation from expected non-interaction effect. (1) Drug 1: CCCS(=O)(=O)NC1=C(C(=C(C=C1)F)C(=O)C2=CNC3=C2C=C(C=N3)C4=CC=C(C=C4)Cl)F. Drug 2: CC=C1C(=O)NC(C(=O)OC2CC(=O)NC(C(=O)NC(CSSCCC=C2)C(=O)N1)C(C)C)C(C)C. Cell line: EKVX. Synergy scores: CSS=44.0, Synergy_ZIP=17.5, Synergy_Bliss=16.0, Synergy_Loewe=-63.7, Synergy_HSA=14.1. (2) Drug 1: CCC1(C2=C(COC1=O)C(=O)N3CC4=CC5=C(C=CC(=C5CN(C)C)O)N=C4C3=C2)O.Cl. Drug 2: B(C(CC(C)C)NC(=O)C(CC1=CC=CC=C1)NC(=O)C2=NC=CN=C2)(O)O. Cell line: RPMI-8226. Synergy scores: CSS=83.6, Synergy_ZIP=-1.25, Synergy_Bliss=-1.96, Synergy_Loewe=-0.357, Synergy_HSA=0.512. (3) Drug 1: C1=C(C(=O)NC(=O)N1)F. Drug 2: C1=CC(=C(C=C1I)F)NC2=C(C=CC(=C2F)F)C(=O)NOCC(CO)O. Cell line: HT29. Synergy scores: CSS=64.8, Synergy_ZIP=-1.88, Synergy_Bliss=-3.18, Synergy_Loewe=-4.59, Synergy_HSA=4.17. (4) Drug 1: C1CCN(CC1)CCOC2=CC=C(C=C2)C(=O)C3=C(SC4=C3C=CC(=C4)O)C5=CC=C(C=C5)O. Synergy scores: CSS=7.60, Synergy_ZIP=-1.98, Synergy_Bliss=-1.67, Synergy_Loewe=-0.886, Synergy_HSA=-0.236. Cell line: OVCAR3. Drug 2: C(CCl)NC(=O)N(CCCl)N=O.